From a dataset of Full USPTO retrosynthesis dataset with 1.9M reactions from patents (1976-2016). Predict the reactants needed to synthesize the given product. (1) Given the product [C:28]([C:26]1[CH:25]=[CH:24][C:23]([OH:31])=[C:22]([S:19]([NH:18][CH2:17][CH2:16][C:8]2[CH:9]=[CH:10][C:11]([CH:13]([CH3:14])[CH3:15])=[CH:12][C:7]=2[O:6][CH2:5][C:4]([OH:32])=[O:3])(=[O:20])=[O:21])[CH:27]=1)(=[NH:29])[NH2:30], predict the reactants needed to synthesize it. The reactants are: C([O:3][C:4](=[O:32])[CH2:5][O:6][C:7]1[CH:12]=[C:11]([CH:13]([CH3:15])[CH3:14])[CH:10]=[CH:9][C:8]=1[CH2:16][CH2:17][NH:18][S:19]([C:22]1[CH:27]=[C:26]([C:28](=[NH:30])[NH2:29])[CH:25]=[CH:24][C:23]=1[OH:31])(=[O:21])=[O:20])C. (2) The reactants are: [Cl:1][C:2]1[CH:7]=[C:6](Cl)[N:5]=[CH:4][N:3]=1.[CH3:9][O:10][C:11]1[CH:16]=[CH:15][CH:14]=[CH:13][C:12]=1B(O)O.C(COC)OC.C([O-])(O)=O.[Na+]. Given the product [Cl:1][C:2]1[CH:7]=[C:6]([C:12]2[CH:13]=[CH:14][CH:15]=[CH:16][C:11]=2[O:10][CH3:9])[N:5]=[CH:4][N:3]=1, predict the reactants needed to synthesize it. (3) The reactants are: [NH:1]1[C:9]2[C:4](=[CH:5][CH:6]=[C:7]3[S:12][CH2:11][CH2:10][C:8]3=2)[CH:3]=[CH:2]1.CCCCCCC.C1(OC2C=CC=CC=2)C=CC=CC=1. Given the product [NH:1]1[C:9]2[C:4](=[CH:5][CH:6]=[C:7]3[S:12][CH2:11][CH2:10][C:8]3=2)[CH:3]=[CH:2]1.[S:1]1[C:5]2[CH:6]=[C:7]3[C:8]([CH2:10][CH2:11][NH:12]3)=[CH:9][C:4]=2[CH:3]=[CH:2]1, predict the reactants needed to synthesize it. (4) Given the product [CH:1]1[C:10]2[C:5](=[CH:6][CH:7]=[CH:8][CH:9]=2)[CH:4]=[CH:3][C:2]=1[O:11][CH2:18][CH2:17][NH2:16], predict the reactants needed to synthesize it. The reactants are: [CH:1]1[C:10]2[C:5](=[CH:6][CH:7]=[CH:8][CH:9]=2)[CH:4]=[CH:3][C:2]=1[OH:11].[OH-].[K+].O1[CH2:18][CH2:17][NH:16]C1=O.C(O)C(O)C(O)C(O)C(O)C=O.[O-]S([O-])(=O)=O.[Mg+2]. (5) The reactants are: Br[CH:2]([C:8]1[CH:13]=[CH:12][N:11]=[C:10]([S:14][CH3:15])[N:9]=1)[CH:3](OC)OC.[Cl:16][C:17]1[C:18]([NH2:23])=[N:19][CH:20]=[CH:21][N:22]=1.C1(C)C=CC(S(O)(=O)=O)=CC=1. Given the product [Cl:16][C:17]1[C:18]2[N:19]([C:2]([C:8]3[CH:13]=[CH:12][N:11]=[C:10]([S:14][CH3:15])[N:9]=3)=[CH:3][N:23]=2)[CH:20]=[CH:21][N:22]=1, predict the reactants needed to synthesize it. (6) Given the product [CH3:21][O:20][C:17]1[CH:18]=[CH:19][C:14]([CH2:13][O:12][C:9]2[CH:10]=[CH:11][C:2]([S:38]([C:35]3[CH:36]=[CH:37][C:32]([CH3:31])=[CH:33][CH:34]=3)(=[O:40])=[O:39])=[C:3]3[C:8]=2[N:7]=[CH:6][CH:5]=[CH:4]3)=[CH:15][CH:16]=1, predict the reactants needed to synthesize it. The reactants are: I[C:2]1[CH:11]=[CH:10][C:9]([O:12][CH2:13][C:14]2[CH:19]=[CH:18][C:17]([O:20][CH3:21])=[CH:16][CH:15]=2)=[C:8]2[C:3]=1[CH:4]=[CH:5][CH:6]=[N:7]2.N1CCC[C@H]1C([O-])=O.[Na+].[CH3:31][C:32]1[CH:37]=[CH:36][C:35]([S:38]([O-:40])=[O:39])=[CH:34][CH:33]=1.[Na+]. (7) Given the product [CH2:11]([O:10][C:7]1[CH:6]=[C:3]([CH:4]=[O:5])[C:2]([C:46]2[CH:45]=[CH:44][C:43]([F:42])=[C:48]([F:49])[C:47]=2[F:50])=[CH:9][CH:8]=1)[CH3:12], predict the reactants needed to synthesize it. The reactants are: Br[C:2]1[CH:9]=[CH:8][C:7]([O:10][CH2:11][CH3:12])=[CH:6][C:3]=1[CH:4]=[O:5].C1(P(C2CCCCC2)C2C=CC=CC=2C2C(OC)=CC=CC=2OC)CCCCC1.[F:42][C:43]1[C:48]([F:49])=[C:47]([F:50])[CH:46]=[CH:45][C:44]=1B(O)O. (8) Given the product [N:21]1[CH:22]=[CH:23][CH:18]=[CH:19][C:20]=1[CH2:14][CH2:13][CH2:12][CH2:11][CH2:10][OH:15], predict the reactants needed to synthesize it. The reactants are: C12BC(CCC1)CCC2.[CH2:10]([OH:15])[CH2:11][CH2:12][CH:13]=[CH2:14].Cl.Br[C:18]1[CH:23]=[CH:22][N:21]=[CH:20][CH:19]=1.